Dataset: Full USPTO retrosynthesis dataset with 1.9M reactions from patents (1976-2016). Task: Predict the reactants needed to synthesize the given product. (1) Given the product [CH3:11][O:10][C:8]1[CH:9]=[C:4]([C:3]([O:2][CH3:1])=[O:13])[C:5]([C:14]2[CH:19]=[CH:18][CH:17]=[CH:16][CH:15]=2)=[CH:6][CH:7]=1, predict the reactants needed to synthesize it. The reactants are: [CH3:1][O:2][C:3](=[O:13])[C:4]1[CH:9]=[C:8]([O:10][CH3:11])[CH:7]=[CH:6][C:5]=1Br.[C:14]1(B(O)O)[CH:19]=[CH:18][CH:17]=[CH:16][CH:15]=1.C([O-])([O-])=O.[K+].[K+].C1(C)C=CC=CC=1. (2) Given the product [Br:1][C:16]1[NH:15][C:14]([C:17]([OH:19])=[O:18])=[CH:13][C:12]=1[CH2:11][CH2:10][C:7]1[CH:6]=[CH:5][C:4]([Cl:3])=[CH:9][CH:8]=1, predict the reactants needed to synthesize it. The reactants are: [Br:1]Br.[Cl:3][C:4]1[CH:9]=[CH:8][C:7]([CH2:10][CH2:11][C:12]2[CH:13]=[C:14]([C:17]([OH:19])=[O:18])[NH:15][CH:16]=2)=[CH:6][CH:5]=1.O.